Dataset: Aqueous solubility values for 9,982 compounds from the AqSolDB database. Task: Regression/Classification. Given a drug SMILES string, predict its absorption, distribution, metabolism, or excretion properties. Task type varies by dataset: regression for continuous measurements (e.g., permeability, clearance, half-life) or binary classification for categorical outcomes (e.g., BBB penetration, CYP inhibition). For this dataset (solubility_aqsoldb), we predict Y. The molecule is Nc1c(S(=O)(=O)[O-])cc(NC2CCCCC2)c2c1C(=O)c1ccccc1C2=O.[Na+]. The Y is -1.30 log mol/L.